This data is from Forward reaction prediction with 1.9M reactions from USPTO patents (1976-2016). The task is: Predict the product of the given reaction. (1) Given the reactants I.[NH2:2][C:3]1[C:4]([C:11]([NH:13][C:14](=[NH:17])SC)=[O:12])=[N:5][C:6]([Cl:10])=[C:7]([NH2:9])[N:8]=1.C(N(CC)CC)C.[C:25]([O:29][C:30](=[O:48])[NH:31][CH2:32][CH2:33][C:34](=[O:47])[NH:35][C:36]1[CH:41]=[CH:40][C:39]([CH2:42][CH2:43][CH2:44][CH2:45][NH2:46])=[CH:38][CH:37]=1)([CH3:28])([CH3:27])[CH3:26], predict the reaction product. The product is: [C:25]([O:29][C:30](=[O:48])[NH:31][CH2:32][CH2:33][C:34](=[O:47])[NH:35][C:36]1[CH:41]=[CH:40][C:39]([CH2:42][CH2:43][CH2:44][CH2:45][NH:46][C:14]([NH2:17])=[N:13][C:11]([C:4]2[C:3]([NH2:2])=[N:8][C:7]([NH2:9])=[C:6]([Cl:10])[N:5]=2)=[O:12])=[CH:38][CH:37]=1)([CH3:28])([CH3:26])[CH3:27]. (2) The product is: [N:31]1[CH:36]=[CH:35][C:34]([CH2:37][CH2:38][C:39]([NH:12][C:13]2[N:28]=[CH:27][C:16]3[N:17]([CH:24]([CH3:26])[CH3:25])[C:18]4[C:23]([C:15]=3[C:14]=2[CH2:29][CH3:30])=[CH:22][CH:21]=[CH:20][CH:19]=4)=[O:40])=[CH:33][CH:32]=1. Given the reactants CCN=C=NCCCN(C)C.[NH2:12][C:13]1[N:28]=[CH:27][C:16]2[N:17]([CH:24]([CH3:26])[CH3:25])[C:18]3[C:23]([C:15]=2[C:14]=1[CH2:29][CH3:30])=[CH:22][CH:21]=[CH:20][CH:19]=3.[N:31]1[CH:36]=[CH:35][C:34]([CH2:37][CH2:38][C:39](O)=[O:40])=[CH:33][CH:32]=1, predict the reaction product.